From a dataset of Catalyst prediction with 721,799 reactions and 888 catalyst types from USPTO. Predict which catalyst facilitates the given reaction. (1) Reactant: [N:1]([CH2:4][C:5]1[C:6]([CH3:12])=[N:7][N:8]([CH3:11])[C:9]=1[Cl:10])=[N+]=[N-].C1C=CC(P(C2C=CC=CC=2)C2C=CC=CC=2)=CC=1.O.[NH4+].[OH-]. Product: [ClH:10].[Cl:10][C:9]1[N:8]([CH3:11])[N:7]=[C:6]([CH3:12])[C:5]=1[CH2:4][NH2:1]. The catalyst class is: 1. (2) Reactant: Cl.C(O[N:5]=[CH:6][C:7]1[CH:17]=[CH:16][C:10]([C:11]([O:13][CH2:14][CH3:15])=[O:12])=[CH:9][CH:8]=1)C.[CH2:18](N)[CH2:19][NH2:20]. Product: [NH:20]1[CH2:19][CH2:18][N:5]=[C:6]1[C:7]1[CH:8]=[CH:9][C:10]([C:11]([O:13][CH2:14][CH3:15])=[O:12])=[CH:16][CH:17]=1. The catalyst class is: 8. (3) Reactant: Br[C:2]1[O:6][C:5]([CH2:7][N:8]2[C:16]3[C:11](=[CH:12][CH:13]=[CH:14][CH:15]=3)[C:10]3([CH2:20][O:19][C:18]4[CH:21]=[C:22]5[C:26](=[CH:27][C:17]3=4)[CH2:25][CH2:24][O:23]5)[C:9]2=[O:28])=[CH:4][CH:3]=1.[N:29]1[CH:34]=[CH:33][C:32](B(O)O)=[CH:31][CH:30]=1.C(=O)([O-])[O-].[Na+].[Na+]. Product: [N:29]1[CH:34]=[CH:33][C:32]([C:2]2[O:6][C:5]([CH2:7][N:8]3[C:16]4[C:11](=[CH:12][CH:13]=[CH:14][CH:15]=4)[C:10]4([CH2:20][O:19][C:18]5[CH:21]=[C:22]6[C:26](=[CH:27][C:17]4=5)[CH2:25][CH2:24][O:23]6)[C:9]3=[O:28])=[CH:4][CH:3]=2)=[CH:31][CH:30]=1. The catalyst class is: 427. (4) The catalyst class is: 23. Product: [CH2:18]([N:14]([CH2:13][CH2:12][NH:11][C:19]1[CH:20]=[CH:21][C:22]([C:25]2[CH:26]=[CH:27][CH:28]=[CH:29][CH:30]=2)=[CH:23][CH:24]=1)[S:47]([C:45]1[N:44]=[CH:43][N:42]([CH3:41])[CH:46]=1)(=[O:49])=[O:48])[C:33]1[CH:31]=[CH:58][CH:57]=[CH:59][CH:38]=1. Reactant: C(OC(NCC[N:11]([C:19]1[CH:24]=[CH:23][C:22]([C:25]2[CH:30]=[CH:29][CH:28]=[CH:27][CH:26]=2)=[CH:21][CH:20]=1)[CH2:12][C:13]1[N:14]([CH3:18])C=NC=1)=O)(C)(C)C.[C:31](O)([C:33](F)(F)F)=O.[CH2:38](Cl)Cl.[CH3:41][N:42]1[CH:46]=[C:45]([S:47](Cl)(=[O:49])=[O:48])[N:44]=[CH:43]1.CCN([CH:57]([CH3:59])[CH3:58])C(C)C.S(Cl)(Cl)(=O)=O. (5) Reactant: [C:1]([O:5][C:6]([N:8]1[CH2:12][CH2:11][CH2:10][C@H:9]1[CH2:13][NH:14][C:15]1[C:16]([O:22][C:23]2[CH:28]=[CH:27][C:26]([O:29][CH3:30])=[CH:25][CH:24]=2)=[N:17][C:18](Cl)=[N:19][CH:20]=1)=[O:7])([CH3:4])([CH3:3])[CH3:2].[CH3:31][N:32](C=O)C. Product: [C:1]([O:5][C:6]([N:8]1[CH2:12][CH2:11][CH2:10][C@H:9]1[CH2:13][NH:14][C:15]1[C:16]([O:22][C:23]2[CH:28]=[CH:27][C:26]([O:29][CH3:30])=[CH:25][CH:24]=2)=[N:17][C:18]([C:31]#[N:32])=[N:19][CH:20]=1)=[O:7])([CH3:4])([CH3:3])[CH3:2]. The catalyst class is: 380. (6) Reactant: [CH3:1][CH:2]1[CH2:7][NH:6][CH2:5][CH2:4][NH:3]1.Br[C:9]1[CH:14]=[CH:13][CH:12]=[C:11]([CH3:15])[C:10]=1[CH3:16].C1C=CC(P(C2C(C3C(P(C4C=CC=CC=4)C4C=CC=CC=4)=CC=C4C=3C=CC=C4)=C3C(C=CC=C3)=CC=2)C2C=CC=CC=2)=CC=1.CC(C)([O-])C.[Na+]. Product: [CH3:16][C:10]1[C:11]([CH3:15])=[CH:12][CH:13]=[CH:14][C:9]=1[N:6]1[CH2:5][CH2:4][NH:3][CH:2]([CH3:1])[CH2:7]1. The catalyst class is: 164. (7) Reactant: [Cl:1][C:2]1[N:7]=[C:6]2[CH:8]=[C:9]([C:11]([O:13][CH3:14])=[O:12])[NH:10][C:5]2=[CH:4][CH:3]=1.C(=O)([O-])[O-].[Cs+].[Cs+].Br[CH2:22][CH2:23][CH2:24][C:25]([F:28])([F:27])[F:26].O. Product: [Cl:1][C:2]1[N:7]=[C:6]2[CH:8]=[C:9]([C:11]([O:13][CH3:14])=[O:12])[N:10]([CH2:22][CH2:23][CH2:24][C:25]([F:28])([F:27])[F:26])[C:5]2=[CH:4][CH:3]=1. The catalyst class is: 3.